This data is from Reaction yield outcomes from USPTO patents with 853,638 reactions. The task is: Predict the reaction yield, written as a fraction of the theoretical maximum amount of product (1.0 means a 100% yield; for example, 0.34 means a 34% yield). (1) The reactants are C(OC([N:8]1[C:16]2[C:11](=[CH:12][CH:13]=[C:14]([O:17][CH3:18])[CH:15]=2)[CH:10]=[C:9]1B(O)O)=O)(C)(C)C.[F-].[K+].[CH2:24]([O:31][C:32]1[N:47]=[C:46](Cl)[C:45]([CH2:49][CH3:50])=[C:44]([O:51][CH2:52][C:53]2[CH:58]=[CH:57][CH:56]=[CH:55][CH:54]=2)[C:33]=1[C:34]([O:36][CH2:37][C:38]1[CH:43]=[CH:42][CH:41]=[CH:40][CH:39]=1)=[O:35])[C:25]1[CH:30]=[CH:29][CH:28]=[CH:27][CH:26]=1.C1(OC2C=CC=CC=2)C=CC=CC=1. The catalyst is C1COCC1.C1C=CC(/C=C/C(/C=C/C2C=CC=CC=2)=O)=CC=1.C1C=CC(/C=C/C(/C=C/C2C=CC=CC=2)=O)=CC=1.C1C=CC(/C=C/C(/C=C/C2C=CC=CC=2)=O)=CC=1.[Pd].[Pd]. The product is [CH2:24]([O:31][C:32]1[N:47]=[C:46]([C:9]2[NH:8][C:16]3[C:11]([CH:10]=2)=[CH:12][CH:13]=[C:14]([O:17][CH3:18])[CH:15]=3)[C:45]([CH2:49][CH3:50])=[C:44]([O:51][CH2:52][C:53]2[CH:54]=[CH:55][CH:56]=[CH:57][CH:58]=2)[C:33]=1[C:34]([O:36][CH2:37][C:38]1[CH:43]=[CH:42][CH:41]=[CH:40][CH:39]=1)=[O:35])[C:25]1[CH:30]=[CH:29][CH:28]=[CH:27][CH:26]=1. The yield is 0.640. (2) The reactants are [OH-].[Na+].[CH3:3][O:4][C:5](=[O:18])[C:6]1[CH:11]=[CH:10][C:9]([O:12]C(=O)C)=[CH:8][C:7]=1[O:16][CH3:17].Cl. The catalyst is C1COCC1.CO.O. The product is [CH3:3][O:4][C:5](=[O:18])[C:6]1[CH:11]=[CH:10][C:9]([OH:12])=[CH:8][C:7]=1[O:16][CH3:17]. The yield is 0.330.